This data is from Forward reaction prediction with 1.9M reactions from USPTO patents (1976-2016). The task is: Predict the product of the given reaction. (1) The product is: [CH2:23]([N:30]1[CH2:35][CH2:34][C:33]([C:13]2[CH:18]=[CH:17][C:16]([O:19][CH3:20])=[C:15]([O:21][CH3:22])[CH:14]=2)([OH:36])[CH2:32][CH2:31]1)[C:24]1[CH:25]=[CH:26][CH:27]=[CH:28][CH:29]=1. Given the reactants C([Li])CCC.CCCCCC.Br[C:13]1[CH:18]=[CH:17][C:16]([O:19][CH3:20])=[C:15]([O:21][CH3:22])[CH:14]=1.[CH2:23]([N:30]1[CH2:35][CH2:34][C:33](=[O:36])[CH2:32][CH2:31]1)[C:24]1[CH:29]=[CH:28][CH:27]=[CH:26][CH:25]=1, predict the reaction product. (2) Given the reactants Br[C:2]1[CH:3]=[C:4]2[C:9](=[CH:10][CH:11]=1)[N:8]=[C:7]([O:12][CH3:13])[C:6]([CH2:14][N:15]1[CH2:18][CH:17]([C:19]([F:22])([F:21])[F:20])[CH2:16]1)=[C:5]2[Cl:23].[CH3:24][N:25]1[C:29]([C:30]([C:32]2[CH:37]=[CH:36][N:35]=[C:34]([C:38]([F:41])([F:40])[F:39])[CH:33]=2)=[O:31])=[CH:28][N:27]=[CH:26]1, predict the reaction product. The product is: [Cl:23][C:5]1[C:4]2[C:9](=[CH:10][CH:11]=[C:2]([C:30]([C:29]3[N:25]([CH3:24])[CH:26]=[N:27][CH:28]=3)([C:32]3[CH:37]=[CH:36][N:35]=[C:34]([C:38]([F:41])([F:39])[F:40])[CH:33]=3)[OH:31])[CH:3]=2)[N:8]=[C:7]([O:12][CH3:13])[C:6]=1[CH2:14][N:15]1[CH2:18][CH:17]([C:19]([F:22])([F:21])[F:20])[CH2:16]1. (3) The product is: [C:26]([N:1]1[CH2:6][CH2:5][O:4][CH:3]([C:7]([O:9][CH2:10][C:11]2[CH:16]=[CH:15][CH:14]=[CH:13][CH:12]=2)=[O:8])[CH2:2]1)(=[O:28])[CH3:27]. Given the reactants [NH:1]1[CH2:6][CH2:5][O:4][CH:3]([C:7]([O:9][CH2:10][C:11]2[CH:16]=[CH:15][CH:14]=[CH:13][CH:12]=2)=[O:8])[CH2:2]1.CCN(C(C)C)C(C)C.[C:26](OC(=O)C)(=[O:28])[CH3:27], predict the reaction product. (4) Given the reactants C([O-])(=O)C.[Na+].[CH:6]([C:9]1[C:17]2[C:16](=[O:18])[C:15]([C:19]#[N:20])=[CH:14][NH:13][C:12]=2[S:11][CH:10]=1)([CH3:8])[CH3:7].[I:21]Cl.S(S([O-])=O)([O-])(=O)=O.[Na+].[Na+], predict the reaction product. The product is: [I:21][C:10]1[S:11][C:12]2[NH:13][CH:14]=[C:15]([C:19]#[N:20])[C:16](=[O:18])[C:17]=2[C:9]=1[CH:6]([CH3:8])[CH3:7]. (5) Given the reactants [N:1]1[CH:6]=[CH:5][CH:4]=[CH:3][C:2]=1[C:7]1[CH:12]=[CH:11][CH:10]=[CH:9][N:8]=1.ClC1C=CC=C(C(OO)=[O:21])C=1, predict the reaction product. The product is: [N+:1]1([O-:21])[C:2]([C:7]2[CH:12]=[CH:11][CH:10]=[CH:9][N:8]=2)=[CH:3][CH:4]=[CH:5][CH:6]=1. (6) Given the reactants [CH:1]1([CH:7](O)[CH2:8][NH:9][C:10](=[O:16])[O:11][C:12]([CH3:15])([CH3:14])[CH3:13])[CH2:6][CH2:5][CH2:4][CH2:3][CH2:2]1.C1(P(C2C=CC=CC=2)C2C=CC=CC=2)C=CC=CC=1.[C:37]1(=[O:47])[NH:41][C:40](=[O:42])[C:39]2=[CH:43][CH:44]=[CH:45][CH:46]=[C:38]12, predict the reaction product. The product is: [CH:1]1([CH:7]([N:41]2[C:37](=[O:47])[C:38]3[C:39](=[CH:43][CH:44]=[CH:45][CH:46]=3)[C:40]2=[O:42])[CH2:8][NH:9][C:10](=[O:16])[O:11][C:12]([CH3:15])([CH3:14])[CH3:13])[CH2:6][CH2:5][CH2:4][CH2:3][CH2:2]1. (7) Given the reactants C([O-])(=O)C.[K+].[B:15]1([B:15]2[O:19][C:18]([CH3:21])([CH3:20])[C:17]([CH3:23])([CH3:22])[O:16]2)[O:19][C:18]([CH3:21])([CH3:20])[C:17]([CH3:23])([CH3:22])[O:16]1.Br[C:25]1[CH:30]=[CH:29][C:28]([NH:31][C:32]([NH:34][C:35]2[CH:40]=[CH:39][CH:38]=[C:37]([C:41]([F:44])([F:43])[F:42])[CH:36]=2)=[O:33])=[C:27]([F:45])[CH:26]=1, predict the reaction product. The product is: [F:45][C:27]1[CH:26]=[C:25]([B:15]2[O:16][C:17]([CH3:22])([CH3:23])[C:18]([CH3:20])([CH3:21])[O:19]2)[CH:30]=[CH:29][C:28]=1[NH:31][C:32]([NH:34][C:35]1[CH:40]=[CH:39][CH:38]=[C:37]([C:41]([F:42])([F:44])[F:43])[CH:36]=1)=[O:33]. (8) The product is: [CH:15]1([CH2:14][O:1][C:2]2[CH:3]=[C:4]([CH:10]=[CH:11][CH:12]=2)[C:5]([O:7][CH2:8][CH3:9])=[O:6])[CH2:20][CH2:19][CH2:18][CH2:17][CH2:16]1. Given the reactants [OH:1][C:2]1[CH:3]=[C:4]([CH:10]=[CH:11][CH:12]=1)[C:5]([O:7][CH2:8][CH3:9])=[O:6].Br[CH2:14][CH:15]1[CH2:20][CH2:19][CH2:18][CH2:17][CH2:16]1, predict the reaction product. (9) Given the reactants CON(C)[C:4]([C:6]1[CH:7]=[CH:8][C:9]2[N:10]([C:12]([S:15][C:16]3[CH:17]=[C:18]4[C:23](=[CH:24][CH:25]=3)[N:22]=[CH:21][C:20]([N:26]3[CH2:31][CH2:30][O:29][CH2:28][CH2:27]3)=[CH:19]4)=[N:13][N:14]=2)[N:11]=1)=[O:5].[CH3:33][Mg]Br.N#N, predict the reaction product. The product is: [N:26]1([C:20]2[CH:21]=[N:22][C:23]3[C:18]([CH:19]=2)=[CH:17][C:16]([S:15][C:12]2[N:10]4[N:11]=[C:6]([C:4](=[O:5])[CH3:33])[CH:7]=[CH:8][C:9]4=[N:14][N:13]=2)=[CH:25][CH:24]=3)[CH2:27][CH2:28][O:29][CH2:30][CH2:31]1. (10) Given the reactants Cl[C:2]1[CH:7]=[CH:6][N:5]=[C:4]([NH2:8])[CH:3]=1.[CH3:9][O:10][C:11]1[CH:31]=[CH:30][C:14]([CH2:15][N:16]2[CH:20]=[C:19](B3OC(C)(C)C(C)(C)O3)[CH:18]=[N:17]2)=[CH:13][CH:12]=1.C(=O)([O-])[O-].[Na+].[Na+], predict the reaction product. The product is: [CH3:9][O:10][C:11]1[CH:12]=[CH:13][C:14]([CH2:15][N:16]2[CH:20]=[C:19]([C:2]3[CH:7]=[CH:6][N:5]=[C:4]([NH2:8])[CH:3]=3)[CH:18]=[N:17]2)=[CH:30][CH:31]=1.